Dataset: Forward reaction prediction with 1.9M reactions from USPTO patents (1976-2016). Task: Predict the product of the given reaction. The product is: [C:28]([C:3]1[CH:4]=[CH:5][C:6]2[CH2:7][CH2:8][N:9]([C:13]([O:15][C:16]([CH3:19])([CH3:18])[CH3:17])=[O:14])[CH2:10][CH2:11][C:12]=2[C:2]=1[CH3:1])#[N:29]. Given the reactants [CH3:1][C:2]1[C:12]2[CH2:11][CH2:10][N:9]([C:13]([O:15][C:16]([CH3:19])([CH3:18])[CH3:17])=[O:14])[CH2:8][CH2:7][C:6]=2[CH:5]=[CH:4][C:3]=1OS(C(F)(F)F)(=O)=O.[CH3:28][N:29](C=O)C, predict the reaction product.